This data is from Forward reaction prediction with 1.9M reactions from USPTO patents (1976-2016). The task is: Predict the product of the given reaction. (1) Given the reactants [NH2:1][CH2:2][C:3]1[CH:4]=[C:5]2[C:9](=[CH:10][CH:11]=1)[C:8](=[O:12])[N:7]([CH:13]1[CH2:18][CH2:17][C:16](=[O:19])[NH:15][C:14]1=[O:20])[CH2:6]2.S(O)(=O)(=O)C.[F:26][C:27]([F:38])([C:31]1[CH:36]=[CH:35][CH:34]=[CH:33][C:32]=1[CH3:37])[C:28](O)=[O:29].C(N(C(C)C)CC)(C)C.F[P-](F)(F)(F)(F)F.CN(C(N(C)C)=[N+]1C2C(=NC=CC=2)[N+]([O-])=N1)C, predict the reaction product. The product is: [O:20]=[C:14]1[CH:13]([N:7]2[CH2:6][C:5]3[C:9](=[CH:10][CH:11]=[C:3]([CH2:2][NH:1][C:28](=[O:29])[C:27]([F:38])([F:26])[C:31]4[CH:36]=[CH:35][CH:34]=[CH:33][C:32]=4[CH3:37])[CH:4]=3)[C:8]2=[O:12])[CH2:18][CH2:17][C:16](=[O:19])[NH:15]1. (2) Given the reactants [NH2:1][C:2]1[CH:3]=[N:4][CH:5]=[CH:6][C:7]=1I.B1([C:18]2[CH2:23][CH2:22][N:21]([C:24]([O:26][C:27]([CH3:30])([CH3:29])[CH3:28])=[O:25])[CH2:20][CH:19]=2)OC(C)(C)C(C)(C)O1.CC([O-])=O.[Na+].N#N, predict the reaction product. The product is: [NH2:1][C:2]1[CH:3]=[N:4][CH:5]=[CH:6][C:7]=1[C:18]1[CH2:23][CH2:22][N:21]([C:24]([O:26][C:27]([CH3:30])([CH3:29])[CH3:28])=[O:25])[CH2:20][CH:19]=1. (3) Given the reactants [CH3:1][C:2]([OH:7])([CH2:5][CH3:6])[CH2:3][CH3:4].CN(C)C1C=CC=CC=1.[Br:17][CH2:18][C:19](Br)=[O:20].O, predict the reaction product. The product is: [Br:17][CH2:18][C:19]([O:7][C:2]([CH2:5][CH3:6])([CH3:1])[CH2:3][CH3:4])=[O:20].